Dataset: Merck oncology drug combination screen with 23,052 pairs across 39 cell lines. Task: Regression. Given two drug SMILES strings and cell line genomic features, predict the synergy score measuring deviation from expected non-interaction effect. (1) Drug 2: C#Cc1cccc(Nc2ncnc3cc(OCCOC)c(OCCOC)cc23)c1. Drug 1: CC1CC2C3CCC4=CC(=O)C=CC4(C)C3(F)C(O)CC2(C)C1(O)C(=O)CO. Synergy scores: synergy=-6.92. Cell line: UACC62. (2) Drug 1: O=C(O)C1(Cc2cccc(Nc3nccs3)n2)CCC(Oc2cccc(Cl)c2F)CC1. Drug 2: CNC(=O)c1cc(Oc2ccc(NC(=O)Nc3ccc(Cl)c(C(F)(F)F)c3)cc2)ccn1. Cell line: NCIH1650. Synergy scores: synergy=11.2.